From a dataset of Retrosynthesis with 50K atom-mapped reactions and 10 reaction types from USPTO. Predict the reactants needed to synthesize the given product. (1) Given the product COc1ccc(C(=O)O[C@@H](Cc2c(Cl)c[n+]([O-])cc2Cl)c2ccc(OC(F)F)c(OCC3CC3)c2)cc1NC(=O)CC(=O)N1C[C@@H](C)NC[C@@H]1C, predict the reactants needed to synthesize it. The reactants are: COc1ccc(C(=O)O[C@@H](Cc2c(Cl)c[n+]([O-])cc2Cl)c2ccc(OC(F)F)c(OCC3CC3)c2)cc1NC(=O)CC(=O)N1C[C@@H](C)N(C(=O)OC(C)(C)C)C[C@@H]1C. (2) Given the product Cn1c(CN2CCC3(CC2)C(=O)NCN3c2ccccc2)c(F)c(=O)n1-c1ccccc1, predict the reactants needed to synthesize it. The reactants are: Cn1c(CBr)c(F)c(=O)n1-c1ccccc1.O=C1NCN(c2ccccc2)C12CCNCC2. (3) Given the product CC(C)N(CCOCCCCO)C1CCN(Cc2ccccc2)CC1, predict the reactants needed to synthesize it. The reactants are: CC(C)N(C(=O)COCCCCO)C1CCN(Cc2ccccc2)CC1. (4) Given the product NS(=O)(=O)c1ccc(Nc2ccccc2Oc2ccccc2)c([N+](=O)[O-])c1, predict the reactants needed to synthesize it. The reactants are: NS(=O)(=O)c1ccc(Cl)c([N+](=O)[O-])c1.Nc1ccccc1Oc1ccccc1. (5) Given the product CCN(C[C@H]1CCCN1)c1cccc(Oc2ccccc2)c1, predict the reactants needed to synthesize it. The reactants are: CCN(C[C@H]1CCCN1C(=O)OC(C)(C)C)c1cccc(Oc2ccccc2)c1. (6) Given the product NC(=S)NN=C(CCCCl)c1ccc(O)cc1, predict the reactants needed to synthesize it. The reactants are: NNC(N)=S.O=C(CCCCl)c1ccc(O)cc1. (7) The reactants are: CCOc1cc(N2CCN(C3CCN(CCF)CC3)CC2)ccc1[N+](=O)[O-]. Given the product CCOc1cc(N2CCN(C3CCN(CCF)CC3)CC2)ccc1N, predict the reactants needed to synthesize it.